The task is: Binary Classification. Given a drug SMILES string, predict its activity (active/inactive) in a high-throughput screening assay against a specified biological target.. This data is from HIV replication inhibition screening data with 41,000+ compounds from the AIDS Antiviral Screen. (1) The compound is OC1c2ccccc2CCC1C(O)(C(F)(F)F)C(F)(F)F. The result is 0 (inactive). (2) The compound is COC12OC3(C(CO[Si](C)(C)C(C)(C)C)OC(=O)C3C1C(=O)Oc1ccccc1)C1OC12. The result is 0 (inactive). (3) The drug is COC(=O)C1NC(C(=O)OC)C2(C(OC)OC)CCC3CCCC31C2. The result is 0 (inactive). (4) The compound is CC(C)(C)Cc1cc(O)ccc1O. The result is 1 (active). (5) The compound is C=CCNC(=O)C=CC(=O)O. The result is 0 (inactive). (6) The molecule is O=C(Cc1nc2ccccc2o1)C(=O)Nc1cccc(C(F)(F)F)c1. The result is 0 (inactive).